This data is from Forward reaction prediction with 1.9M reactions from USPTO patents (1976-2016). The task is: Predict the product of the given reaction. (1) Given the reactants [O:1]=[C:2]1[C:10]2[C:5](=[CH:6][C:7]([C:11]([OH:13])=O)=[CH:8][CH:9]=2)[CH2:4][O:3]1.[C:14]([N:21]1[CH2:26][CH2:25][CH:24]([NH:27][CH3:28])[CH2:23][CH2:22]1)([O:16][C:17]([CH3:20])([CH3:19])[CH3:18])=[O:15].C1C=CC2N(O)N=NC=2C=1.C(Cl)CCl.CN1CCOCC1, predict the reaction product. The product is: [CH3:28][N:27]([CH:24]1[CH2:25][CH2:26][N:21]([C:14]([O:16][C:17]([CH3:20])([CH3:19])[CH3:18])=[O:15])[CH2:22][CH2:23]1)[C:11]([C:7]1[CH:6]=[C:5]2[C:10](=[CH:9][CH:8]=1)[C:2](=[O:1])[O:3][CH2:4]2)=[O:13]. (2) Given the reactants [CH3:1][O:2][C:3]1[CH:4]=[C:5](/[C:11](=[CH:14]/[C:15]2[CH:20]=[CH:19][C:18]([OH:21])=[CH:17][CH:16]=2)/[C:12]#[N:13])[CH:6]=[CH:7][C:8]=1[O:9][CH3:10].[Cl-].[CH2:23]([O:25][C:26](=[O:32])[CH2:27][CH2:28][C:29](O)=[O:30])[CH3:24], predict the reaction product. The product is: [C:29]([O:21][C:18]1[CH:17]=[CH:16][C:15](/[CH:14]=[C:11](\[C:12]#[N:13])/[C:5]2[CH:6]=[CH:7][C:8]([O:9][CH3:10])=[C:3]([O:2][CH3:1])[CH:4]=2)=[CH:20][CH:19]=1)(=[O:30])[CH2:28][CH2:27][C:26]([O:25][CH2:23][CH3:24])=[O:32]. (3) The product is: [CH2:20]([O:5][C:6]1[C:7](=[O:17])[C:8]2[C:13]([C:14](=[O:16])[CH:15]=1)=[CH:12][CH:11]=[CH:10][CH:9]=2)[CH:19]=[CH2:18]. Given the reactants [H][H].O=O.[OH:5][C:6]1[C:7](=[O:17])[C:8]2[C:13]([C:14](=[O:16])[CH:15]=1)=[CH:12][CH:11]=[CH:10][CH:9]=2.[CH2:18](Br)[CH:19]=[CH2:20], predict the reaction product. (4) Given the reactants [CH3:1][O:2][C:3]1([C:9]2[CH:16]=[CH:15][C:12]([C:13]#[N:14])=[CH:11][CH:10]=2)[CH2:8][CH2:7][O:6][CH2:5][CH2:4]1.Cl.[NH2:18][OH:19].C(N(CC)CC)C, predict the reaction product. The product is: [OH:19][N:18]=[C:13]([C:12]1[CH:11]=[CH:10][C:9]([C:3]2([O:2][CH3:1])[CH2:8][CH2:7][O:6][CH2:5][CH2:4]2)=[CH:16][CH:15]=1)[NH2:14]. (5) Given the reactants [H][H].[CH3:3][S:4]([O-:7])(=[O:6])=[O:5].C([N+:15]1(CC2C=CC=CC=2)[CH2:23][C:22]2[C:17](=[CH:18][CH:19]=[CH:20][C:21]=2[F:24])[CH2:16]1)C1C=CC=CC=1, predict the reaction product. The product is: [F:24][C:21]1[CH:20]=[CH:19][CH:18]=[C:17]2[C:22]=1[CH2:23][NH:15][CH:16]2[CH2:3][S:4]([OH:7])(=[O:6])=[O:5]. (6) Given the reactants [Cl:1][C:2]1[C:7]([C:8]2[C:17](=[O:18])[NH:16][C:11]3=[N:12][CH:13]=[CH:14][N:15]=[C:10]3[C:9]=2[O:19][C:20](=[O:25])[C:21]([CH3:24])([CH3:23])[CH3:22])=[CH:6][CH:5]=[C:4]([Cl:26])[N:3]=1.C(=O)([O-])[O-].[K+].[K+].[F:33][CH:34]([F:37])[CH2:35]Br, predict the reaction product. The product is: [Cl:1][C:2]1[C:7]([C:8]2[C:17](=[O:18])[N:16]([CH2:35][CH:34]([F:37])[F:33])[C:11]3=[N:12][CH:13]=[CH:14][N:15]=[C:10]3[C:9]=2[O:19][C:20](=[O:25])[C:21]([CH3:22])([CH3:23])[CH3:24])=[CH:6][CH:5]=[C:4]([Cl:26])[N:3]=1. (7) The product is: [CH2:29]([O:36][C:37]([N:39]1[CH2:44][CH2:43][CH:42]([CH2:45][O:28][C:22]2[CH:21]=[C:20]3[C:25]([CH2:26][CH2:27][N:18]([C:9](=[N:8][C:6]([O:5][C:1]([CH3:2])([CH3:3])[CH3:4])=[O:7])[NH:10][C:11]([O:13][C:14]([CH3:17])([CH3:16])[CH3:15])=[O:12])[CH2:19]3)=[CH:24][CH:23]=2)[CH2:41][CH2:40]1)=[O:38])[C:30]1[CH:31]=[CH:32][CH:33]=[CH:34][CH:35]=1. Given the reactants [C:1]([O:5][C:6]([NH:8][C:9]([N:18]1[CH2:27][CH2:26][C:25]2[C:20](=[CH:21][C:22]([OH:28])=[CH:23][CH:24]=2)[CH2:19]1)=[N:10][C:11]([O:13][C:14]([CH3:17])([CH3:16])[CH3:15])=[O:12])=[O:7])([CH3:4])([CH3:3])[CH3:2].[CH2:29]([O:36][C:37]([N:39]1[CH2:44][CH2:43][CH:42]([CH2:45]Br)[CH2:41][CH2:40]1)=[O:38])[C:30]1[CH:35]=[CH:34][CH:33]=[CH:32][CH:31]=1.[OH-].[Na+].O, predict the reaction product.